This data is from hERG potassium channel inhibition data for cardiac toxicity prediction from Karim et al.. The task is: Regression/Classification. Given a drug SMILES string, predict its toxicity properties. Task type varies by dataset: regression for continuous values (e.g., LD50, hERG inhibition percentage) or binary classification for toxic/non-toxic outcomes (e.g., AMES mutagenicity, cardiotoxicity, hepatotoxicity). Dataset: herg_karim. (1) The result is 0 (non-blocker). The molecule is CCCNC(=O)Nc1ccc(Oc2ncnc3cc(OC)c(OC)cc23)cc1Cl. (2) The drug is Cc1ccc2c(-c3nnc(SCCC(C)N4CCc5ccc(-c6cc(C)nn6C)cc5CC4)n3C)cccc2n1. The result is 1 (blocker). (3) The molecule is Nc1nc2c(s1)CC[C@H]2C(=O)Nc1ccc(C[C@@H]2CC[C@H]([C@H](O)c3ccccc3)N2)cc1. The result is 0 (non-blocker).